Predict the reaction yield, written as a fraction of the theoretical maximum amount of product (1.0 means a 100% yield; for example, 0.34 means a 34% yield). From a dataset of Reaction yield outcomes from USPTO patents with 853,638 reactions. (1) The reactants are [CH3:1][C:2]1[C:6]2[N:7]=[CH:8][NH:9][C:10](=O)[C:5]=2[S:4][CH:3]=1.C(=O)(O)[O-].[Na+].P(Cl)(Cl)([Cl:19])=O. No catalyst specified. The product is [Cl:19][C:10]1[C:5]2[S:4][CH:3]=[C:2]([CH3:1])[C:6]=2[N:7]=[CH:8][N:9]=1. The yield is 0.960. (2) The reactants are [F:1][C:2]([F:19])([F:18])[CH:3]([CH:12]1[CH2:17][CH2:16][NH:15][CH2:14][CH2:13]1)[O:4][Si:5]([CH2:10][CH3:11])([CH2:8][CH3:9])[CH2:6][CH3:7].[CH2:20](N([CH2:25][CH3:26])CC)C.Cl[C:28]([O:30][CH3:31])=[O:29].O. The catalyst is ClCCl. The product is [CH3:20][CH2:16][CH2:17][CH2:12][CH2:13][CH3:14].[CH2:25]([CH:14]1[CH2:13][CH:12]([CH:3]([O:4][Si:5]([CH2:8][CH3:9])([CH2:6][CH3:7])[CH2:10][CH3:11])[C:2]([F:18])([F:1])[F:19])[CH2:17][CH2:16][N:15]1[C:28]([O:30][CH3:31])=[O:29])[CH3:26]. The yield is 0.790. (3) The reactants are [F:1][C:2]1[CH:7]=[CH:6][CH:5]=[C:4]([F:8])[C:3]=1[N:9]1[C:14]2[N:15]=[C:16](S(C)(=O)=O)[N:17]=[C:18]([C:19]3[CH:20]=[C:21]([NH:26][C:27]([C:29]4[CH:33]=[CH:32][S:31][CH:30]=4)=[O:28])[CH:22]=[CH:23][C:24]=3[CH3:25])[C:13]=2[CH:12]=[CH:11][C:10]1=[O:38].[CH3:39][C:40]1([CH3:49])[CH2:45][CH:44]([NH2:46])[CH2:43][C:42]([CH3:48])([CH3:47])[NH:41]1. The catalyst is C(#N)C. The product is [F:8][C:4]1[CH:5]=[CH:6][CH:7]=[C:2]([F:1])[C:3]=1[N:9]1[C:14]2[N:15]=[C:16]([NH:46][CH:44]3[CH2:45][C:40]([CH3:49])([CH3:39])[NH:41][C:42]([CH3:48])([CH3:47])[CH2:43]3)[N:17]=[C:18]([C:19]3[CH:20]=[C:21]([NH:26][C:27]([C:29]4[CH:33]=[CH:32][S:31][CH:30]=4)=[O:28])[CH:22]=[CH:23][C:24]=3[CH3:25])[C:13]=2[CH:12]=[CH:11][C:10]1=[O:38]. The yield is 0.160. (4) The reactants are [Cl:1][C:2]1[CH:10]=[C:9]([C:11]2[N:16]=[C:15]3[N:17]([CH2:20][C:21]4[CH:22]=[C:23]5[C:28](=[CH:29][CH:30]=4)[N:27]=[CH:26][CH:25]=[CH:24]5)[N:18]=[N:19][C:14]3=[CH:13][CH:12]=2)[CH:8]=[CH:7][C:3]=1[C:4]([NH2:6])=[O:5].[OH:31]OS([O-])=O.[K+]. The catalyst is CC(C)=O.O.C(=O)(O)[O-].[Na+]. The product is [C:4]([C:3]1[CH:7]=[CH:8][C:9]([C:11]2[N:16]=[C:15]3[N:17]([CH2:20][C:21]4[CH:22]=[C:23]5[C:28](=[CH:29][CH:30]=4)[N+:27]([O-:31])=[CH:26][CH:25]=[CH:24]5)[N:18]=[N:19][C:14]3=[CH:13][CH:12]=2)=[CH:10][C:2]=1[Cl:1])(=[O:5])[NH2:6]. The yield is 0.290. (5) The reactants are [NH2:1][C:2]1[CH:30]=[CH:29][C:5]2[NH:6][C:7]([C:12]3[C:13](=[O:28])[N:14]([CH2:23][CH2:24][CH:25]([CH3:27])[CH3:26])[C:15]4[C:20]([C:21]=3[OH:22])=[CH:19][CH:18]=[CH:17][N:16]=4)=[N:8][S:9](=[O:11])(=[O:10])[C:4]=2[CH:3]=1.[Cl:31][C:32]1[CH:37]=[CH:36][CH:35]=[CH:34][C:33]=1[S:38](Cl)(=[O:40])=[O:39]. The catalyst is N1C=CC=CC=1. The product is [Cl:31][C:32]1[CH:37]=[CH:36][CH:35]=[CH:34][C:33]=1[S:38]([NH:1][C:2]1[CH:30]=[CH:29][C:5]2[NH:6][C:7]([C:12]3[C:13](=[O:28])[N:14]([CH2:23][CH2:24][CH:25]([CH3:27])[CH3:26])[C:15]4[C:20]([C:21]=3[OH:22])=[CH:19][CH:18]=[CH:17][N:16]=4)=[N:8][S:9](=[O:11])(=[O:10])[C:4]=2[CH:3]=1)(=[O:40])=[O:39]. The yield is 0.460.